From a dataset of Forward reaction prediction with 1.9M reactions from USPTO patents (1976-2016). Predict the product of the given reaction. Given the reactants [NH:1]([C:12]([O:14][CH2:15][CH:16]1[C:28]2[C:23](=[CH:24][CH:25]=[CH:26][CH:27]=2)[C:22]2[C:17]1=[CH:18][CH:19]=[CH:20][CH:21]=2)=[O:13])[C@H:2]([C:9]([OH:11])=[O:10])[CH2:3][O:4][C:5]([CH3:8])([CH3:7])[CH3:6].[Cl:29][C:30]([Cl:34])([Cl:33])[CH2:31]O.C1CCC(N=C=NC2CCCCC2)CC1, predict the reaction product. The product is: [NH:1]([C:12]([O:14][CH2:15][CH:16]1[C:28]2[C:23](=[CH:24][CH:25]=[CH:26][CH:27]=2)[C:22]2[C:17]1=[CH:18][CH:19]=[CH:20][CH:21]=2)=[O:13])[C@H:2]([C:9]([O:11][CH2:31][C:30]([Cl:34])([Cl:33])[Cl:29])=[O:10])[CH2:3][O:4][C:5]([CH3:7])([CH3:6])[CH3:8].